This data is from Full USPTO retrosynthesis dataset with 1.9M reactions from patents (1976-2016). The task is: Predict the reactants needed to synthesize the given product. (1) Given the product [CH3:13][O:12][C:3]1[CH:4]=[C:5]([CH:10]=[CH:11][C:2]=1[O:1][CH2:22][C:21]#[CH:20])[C:6]([O:8][CH3:9])=[O:7], predict the reactants needed to synthesize it. The reactants are: [OH:1][C:2]1[CH:11]=[CH:10][C:5]([C:6]([O:8][CH3:9])=[O:7])=[CH:4][C:3]=1[O:12][CH3:13].C(=O)([O-])[O-].[K+].[K+].[CH2:20](Br)[C:21]#[CH:22]. (2) Given the product [CH2:30]([N:17]([C:9]1[C:8]([CH3:29])=[CH:7][C:6]2[C:5]([C:1]([CH3:2])([CH3:3])[CH3:4])=[CH:14][CH2:13][C:12]([CH3:15])([CH3:16])[C:11]=2[CH:10]=1)[C:18]1[CH:19]=[CH:20][C:21]([C:22]([O:24][CH2:25][CH3:26])=[O:23])=[CH:27][CH:28]=1)[CH3:31], predict the reactants needed to synthesize it. The reactants are: [C:1]([C:5]1[C:6]2[CH:7]=[C:8]([CH3:29])[C:9]([NH:17][C:18]3[CH:28]=[CH:27][C:21]([C:22]([O:24][CH2:25][CH3:26])=[O:23])=[CH:20][CH:19]=3)=[CH:10][C:11]=2[C:12]([CH3:16])([CH3:15])[CH2:13][CH:14]=1)([CH3:4])([CH3:3])[CH3:2].[CH:30](=O)[CH3:31]. (3) Given the product [C:14]([C:11]1[N:12]([CH3:13])[C:8]([C:5]2[CH:6]=[CH:7][C:2]([NH:1][S:19]([CH2:18][C:17]([F:24])([F:23])[F:16])(=[O:21])=[O:20])=[CH:3][CH:4]=2)=[CH:9][CH:10]=1)#[N:15], predict the reactants needed to synthesize it. The reactants are: [NH2:1][C:2]1[CH:7]=[CH:6][C:5]([C:8]2[N:12]([CH3:13])[C:11]([C:14]#[N:15])=[CH:10][CH:9]=2)=[CH:4][CH:3]=1.[F:16][C:17]([F:24])([F:23])[CH2:18][S:19](Cl)(=[O:21])=[O:20]. (4) Given the product [CH3:1][O:2][C:3]1[CH:8]=[CH:7][C:6]([C:9]2[CH:13]=[C:12]([C:14]3[NH:23][C:16]4[CH:21]=[CH:20][CH:19]=[CH:18][C:17]=4[N:22]=3)[NH:11][N:10]=2)=[CH:5][CH:4]=1, predict the reactants needed to synthesize it. The reactants are: [CH3:1][O:2][C:3]1[CH:8]=[CH:7][C:6]([C:9]2[CH:13]=[C:12]([CH:14]=O)[NH:11][N:10]=2)=[CH:5][CH:4]=1.[C:16]1([NH2:23])[CH:21]=[CH:20][CH:19]=[CH:18][C:17]=1[NH2:22].